From a dataset of Reaction yield outcomes from USPTO patents with 853,638 reactions. Predict the reaction yield, written as a fraction of the theoretical maximum amount of product (1.0 means a 100% yield; for example, 0.34 means a 34% yield). (1) The reactants are [F:1][C:2]1[CH:21]=[CH:20][CH:19]=[CH:18][C:3]=1[CH2:4][N:5]1[C:9]([C:10]#[N:11])=[N:8][C:7]([C:12]2[CH:17]=[CH:16][CH:15]=[CH:14][N:13]=2)=[N:6]1.[C:22](=[O:25])([O-])[O-].[K+].[K+].Cl.[NH2:29]O.O.C1(C)C=CC(S(O)(=O)=O)=CC=1. The product is [F:1][C:2]1[CH:21]=[CH:20][CH:19]=[CH:18][C:3]=1[CH2:4][N:5]1[C:9]([C:10]2[N:29]=[CH:22][O:25][N:11]=2)=[N:8][C:7]([C:12]2[CH:17]=[CH:16][CH:15]=[CH:14][N:13]=2)=[N:6]1. The yield is 0.460. The catalyst is CO.C(OCC)(=O)C. (2) The reactants are [C:1]([O:5][C:6](=[O:11])[NH:7][CH2:8][C:9]#[CH:10])([CH3:4])([CH3:3])[CH3:2].[H-].[Na+].Br[CH2:15][C:16]#[CH:17]. The catalyst is CN(C)C=O. The product is [CH2:8]([N:7]([CH2:17][C:16]#[CH:15])[C:6](=[O:11])[O:5][C:1]([CH3:4])([CH3:3])[CH3:2])[C:9]#[CH:10]. The yield is 0.730.